Predict the product of the given reaction. From a dataset of Forward reaction prediction with 1.9M reactions from USPTO patents (1976-2016). Given the reactants [CH2:1]([S:8]([NH:11][C@@H:12]([C:17]([NH:19][C@H:20]([C:25](O)=[O:26])[CH2:21][CH2:22][S:23][CH3:24])=[O:18])[C@@H:13]([CH2:15][CH3:16])C)(=[O:10])=[O:9])[C:2]1[CH:7]=[CH:6][CH:5]=[CH:4][CH:3]=1.[NH2:28][C:29]1[CH:36]=[CH:35][C:32]([CH2:33][NH2:34])=[CH:31][CH:30]=1.[CH:37]1[CH:38]=[CH:39][C:40]2N(O)N=[N:43][C:41]=2[CH:42]=1.CCN=C=NCCCN(C)C.Cl, predict the reaction product. The product is: [CH2:1]([S:8]([NH:11][C@@H:12]([C:17]([NH:19][C@H:20]([C:25]([NH:34][CH2:33][C:32]1[CH:35]=[CH:36][C:29]([NH2:28])=[CH:30][CH:31]=1)=[O:26])[CH2:21][CH2:22][S:23][CH3:24])=[O:18])[CH2:13][C:15]1[C:40]2[C:41](=[CH:42][CH:37]=[CH:38][CH:39]=2)[NH:43][CH:16]=1)(=[O:10])=[O:9])[C:2]1[CH:3]=[CH:4][CH:5]=[CH:6][CH:7]=1.